From a dataset of Full USPTO retrosynthesis dataset with 1.9M reactions from patents (1976-2016). Predict the reactants needed to synthesize the given product. (1) Given the product [OH:10][C:9]1[C:8]2[N:4]([N:5]=[C:6]([C:14]([O:16][CH2:17][CH3:18])=[O:15])[CH:7]=2)[CH:3]=[C:2]([CH3:19])[N:24]=1, predict the reactants needed to synthesize it. The reactants are: O=[C:2]([CH3:19])[CH2:3][N:4]1[C:8]([C:9](OCC)=[O:10])=[CH:7][C:6]([C:14]([O:16][CH2:17][CH3:18])=[O:15])=[N:5]1.C([O-])(=O)C.[NH4+:24]. (2) Given the product [C:15]([C:2]1[CH:3]=[CH:4][C:5]2[C:9]3[CH:10]=[CH:11][CH:12]=[CH:13][C:8]=3[O:7][C:6]=2[CH:14]=1)#[N:16], predict the reactants needed to synthesize it. The reactants are: I[C:2]1[CH:3]=[CH:4][C:5]2[C:9]3[CH:10]=[CH:11][CH:12]=[CH:13][C:8]=3[O:7][C:6]=2[CH:14]=1.[CH3:15][N:16](C=O)C.